This data is from Full USPTO retrosynthesis dataset with 1.9M reactions from patents (1976-2016). The task is: Predict the reactants needed to synthesize the given product. (1) Given the product [F:3][C:4]1[CH:5]=[CH:6][C:7]([CH2:8][N:9]2[CH:14]=[CH:13][CH:12]=[C:11]([C:15]([OH:17])=[O:16])[C:10]2=[O:26])=[CH:27][CH:28]=1, predict the reactants needed to synthesize it. The reactants are: [Li+].[OH-].[F:3][C:4]1[CH:28]=[CH:27][C:7]([CH2:8][N:9]2[CH:14]=[CH:13][CH:12]=[C:11]([C:15]([O:17]CC3C=CC(F)=CC=3)=[O:16])[C:10]2=[O:26])=[CH:6][CH:5]=1.Cl. (2) Given the product [O:14]1[CH2:15][CH2:16][CH2:17][CH2:18][C@H:13]1[CH2:12][S:21][C:19](=[O:22])[CH3:20], predict the reactants needed to synthesize it. The reactants are: CC1C=CC(S(O[CH2:12][C@@H:13]2[CH2:18][CH2:17][CH2:16][CH2:15][O:14]2)(=O)=O)=CC=1.[C:19]([O-:22])(=[S:21])[CH3:20].[K+].